Predict the product of the given reaction. From a dataset of Forward reaction prediction with 1.9M reactions from USPTO patents (1976-2016). (1) Given the reactants [NH:1]1[CH2:6][CH2:5][NH:4][CH2:3][C:2]1=[O:7].C(N(CC)CC)C.[Cl:15][C:16]1[C:24]([C:25]([F:28])([F:27])[F:26])=[CH:23][CH:22]=[CH:21][C:17]=1[C:18](Cl)=[O:19], predict the reaction product. The product is: [Cl:15][C:16]1[C:24]([C:25]([F:27])([F:28])[F:26])=[CH:23][CH:22]=[CH:21][C:17]=1[C:18]([N:4]1[CH2:5][CH2:6][NH:1][C:2](=[O:7])[CH2:3]1)=[O:19]. (2) Given the reactants [Cl:1][C:2]1[CH:3]=[C:4]([CH:8]2[N:12]([CH:13]3[CH2:18][CH2:17][N:16]([CH2:19][C:20]4[CH:21]=[CH:22][C:23]([O:26][C:27]5[CH:35]=[CH:34][C:30]([C:31](O)=O)=[CH:29][CH:28]=5)=[N:24][CH:25]=4)[CH2:15][CH2:14]3)[C:11](=[O:36])[N:10]([CH:37]3[CH2:41][CH2:40][O:39][CH2:38]3)[CH2:9]2)[CH:5]=[CH:6][CH:7]=1.[NH4+:42].[Cl-].[N-:44]=[N+:45]=[N-:46].[Na+], predict the reaction product. The product is: [Cl:1][C:2]1[CH:3]=[C:4]([CH:8]2[CH2:9][N:10]([CH:37]3[CH2:41][CH2:40][O:39][CH2:38]3)[C:11](=[O:36])[N:12]2[CH:13]2[CH2:18][CH2:17][N:16]([CH2:19][C:20]3[CH:25]=[N:24][C:23]([O:26][C:27]4[CH:35]=[CH:34][C:30]([C:31]5[N:44]=[N:45][NH:46][N:42]=5)=[CH:29][CH:28]=4)=[CH:22][CH:21]=3)[CH2:15][CH2:14]2)[CH:5]=[CH:6][CH:7]=1. (3) Given the reactants [NH2:1][C:2]1[NH:6][N:5]=[C:4]([CH3:7])[C:3]=1[C:8]#[N:9].S(=O)(=O)(O)[OH:11], predict the reaction product. The product is: [NH2:1][C:2]1[NH:6][N:5]=[C:4]([CH3:7])[C:3]=1[C:8]([NH2:9])=[O:11]. (4) Given the reactants [CH2:1]([O:3][C:4]1[CH:11]=[CH:10][C:7]([CH:8]=O)=[C:6]([O:12][CH3:13])[CH:5]=1)[CH3:2].[CH3:14][NH2:15].[Na].C(O)(=O)C, predict the reaction product. The product is: [CH2:1]([O:3][C:4]1[CH:11]=[CH:10][C:7]([CH2:8][NH:15][CH3:14])=[C:6]([O:12][CH3:13])[CH:5]=1)[CH3:2]. (5) The product is: [BrH:12].[NH2:2][CH:3]1[CH2:11][C:10]2[C:5](=[CH:6][CH:7]=[C:8]([Br:14])[CH:9]=2)[CH2:4]1. Given the reactants Cl.[NH2:2][CH:3]1[CH2:11][C:10]2[C:5](=[CH:6][CH:7]=[CH:8][CH:9]=2)[CH2:4]1.[Br:12]Br.[BrH:14], predict the reaction product. (6) Given the reactants Cl.[NH2:2][OH:3].C(=O)(O)[O-].[Na+].O.[Cl:10][C:11]1[CH:12]=[C:13]([C:17]2[C:22]3[N:23]([CH2:35][C@H:36]4[CH2:41][CH2:40][C@H:39]([CH3:42])[CH2:38][CH2:37]4)[C:24]([N:26]4[CH2:31][CH2:30][O:29][C@@H:28]5[CH2:32][CH2:33][CH2:34][C@@H:27]45)=[N:25][C:21]=3[CH:20]=[C:19]([C:43]#[N:44])[N:18]=2)[CH:14]=[N:15][CH:16]=1, predict the reaction product. The product is: [Cl:10][C:11]1[CH:12]=[C:13]([C:17]2[C:22]3[N:23]([CH2:35][C@H:36]4[CH2:41][CH2:40][C@H:39]([CH3:42])[CH2:38][CH2:37]4)[C:24]([N:26]4[CH2:31][CH2:30][O:29][C@@H:28]5[CH2:32][CH2:33][CH2:34][C@@H:27]45)=[N:25][C:21]=3[CH:20]=[C:19]([C:43](=[N:2][OH:3])[NH2:44])[N:18]=2)[CH:14]=[N:15][CH:16]=1. (7) The product is: [CH3:10][O:17][CH2:14][N:6]([CH2:5][Si:2]([CH3:4])([CH3:3])[CH3:1])[CH2:7][CH:8]=[CH2:9]. Given the reactants [CH3:1][Si:2]([CH2:5][NH:6][CH2:7][CH:8]=[CH2:9])([CH3:4])[CH3:3].[CH2:10]=O.CO.[C:14]([O-:17])([O-])=O.[K+].[K+], predict the reaction product.